From a dataset of Reaction yield outcomes from USPTO patents with 853,638 reactions. Predict the reaction yield, written as a fraction of the theoretical maximum amount of product (1.0 means a 100% yield; for example, 0.34 means a 34% yield). (1) The reactants are Br[CH2:2][C:3]([C:5]1[CH:6]=[CH:7][C:8]2[C:17]3[CH:16]=[C:15]4[CH2:18][CH2:19][CH2:20][C:21](=[O:22])[C:14]4=[CH:13][C:12]=3[O:11][CH2:10][C:9]=2[CH:23]=1)=[O:4].[C:24]([O:28][C:29]([N:31]1[CH2:35][C@@H:34]([CH3:36])[CH2:33][C@H:32]1[C:37]([OH:39])=[O:38])=[O:30])([CH3:27])([CH3:26])[CH3:25].CCN(C(C)C)C(C)C. The catalyst is CC#N.CCOC(C)=O. The product is [CH3:36][C@@H:34]1[CH2:35][N:31]([C:29]([O:28][C:24]([CH3:25])([CH3:27])[CH3:26])=[O:30])[C@H:32]([C:37]([O:39][CH2:2][C:3](=[O:4])[C:5]2[CH:6]=[CH:7][C:8]3[C:17]4[CH:16]=[C:15]5[CH2:18][CH2:19][CH2:20][C:21](=[O:22])[C:14]5=[CH:13][C:12]=4[O:11][CH2:10][C:9]=3[CH:23]=2)=[O:38])[CH2:33]1. The yield is 0.690. (2) The reactants are [Cl:1][C:2]1[CH:7]=[CH:6][C:5]([CH2:8][C:9](=O)[CH2:10][C:11]#[N:12])=[CH:4][CH:3]=1.[CH3:14][NH:15][NH2:16].CCO. No catalyst specified. The product is [Cl:1][C:2]1[CH:7]=[CH:6][C:5]([CH2:8][C:9]2[CH:10]=[C:11]([NH2:12])[N:15]([CH3:14])[N:16]=2)=[CH:4][CH:3]=1. The yield is 0.690. (3) The reactants are [C:25]1([C:27](C2C(COCC3C([C:24]4[C:25](=[CH:27][CH:28]=[C:29]([OH:31])[CH:30]=4)[OH:26])=CC=CC=3)=CC=CC=2)=[CH:28][C:29](=[CH:30][CH:24]=1)[OH:31])[OH:26].[F:32][C:33]([F:44])([F:43])[C:34]1[CH:35]=[C:36](B(O)O)[CH:37]=[CH:38][CH:39]=1.C(N(CC)CC)C. The catalyst is ClCCl.C([O-])(=O)C.[Cu+2].C([O-])(=O)C. The product is [F:32][C:33]([F:44])([F:43])[C:34]1[CH:39]=[C:38]([CH:37]=[CH:36][CH:35]=1)[O:26][C:25]1[CH:24]=[CH:30][C:29]([OH:31])=[CH:28][CH:27]=1. The yield is 0.470. (4) The reactants are [N:1]1[C:8](Cl)=[N:7][C:5](Cl)=[N:4][C:2]=1[Cl:3].[NH:10]1[CH2:15][CH2:14][O:13][CH2:12][CH2:11]1.[OH2:16]. The catalyst is CN(C=O)C. The product is [Cl:3][C:2]1[N:1]=[C:8]([N:10]2[CH2:15][CH2:14][O:13][CH2:12][CH2:11]2)[N:7]=[C:5]([N:10]2[CH2:15][CH2:14][O:16][CH2:12][CH2:11]2)[N:4]=1. The yield is 0.560. (5) The reactants are C[Al](C)C.[CH2:5]([N:7]1[CH2:12][CH2:11][CH:10]([C:13]2[CH:22]=[CH:21][C:16]([C:17]([O:19]C)=O)=[CH:15][CH:14]=2)[CH2:9][CH2:8]1)[CH3:6].[CH3:23][O:24][C:25]1[CH:26]=[C:27]([CH2:33][CH2:34][C:35]2[CH:36]=[C:37]([NH2:40])[NH:38][N:39]=2)[CH:28]=[C:29]([O:31][CH3:32])[CH:30]=1. The catalyst is C1(C)C=CC=CC=1. The product is [CH3:32][O:31][C:29]1[CH:28]=[C:27]([CH2:33][CH2:34][C:35]2[CH:36]=[C:37]([NH:40][C:17](=[O:19])[C:16]3[CH:15]=[CH:14][C:13]([CH:10]4[CH2:9][CH2:8][N:7]([CH2:5][CH3:6])[CH2:12][CH2:11]4)=[CH:22][CH:21]=3)[NH:38][N:39]=2)[CH:26]=[C:25]([O:24][CH3:23])[CH:30]=1. The yield is 0.380.